This data is from Reaction yield outcomes from USPTO patents with 853,638 reactions. The task is: Predict the reaction yield, written as a fraction of the theoretical maximum amount of product (1.0 means a 100% yield; for example, 0.34 means a 34% yield). (1) The reactants are [CH3:1][C:2]1([C:7]2[O:8][CH:9]=[CH:10][CH:11]=2)[O:6][CH2:5][CH2:4][O:3]1.[CH:12]([O:15][C:16]1[CH:23]=[CH:22][CH:21]=[CH:20][C:17]=1[CH:18]=[O:19])(C)C.[Cl-].[NH4+]. The catalyst is O1CCCC1. The product is [CH3:12][O:15][C:16]1[CH:23]=[CH:22][CH:21]=[CH:20][C:17]=1[CH:18]([OH:19])[C:9]1[O:8][C:7]([C:2]2([CH3:1])[O:3][CH2:4][CH2:5][O:6]2)=[CH:11][CH:10]=1. The yield is 0.770. (2) The reactants are [CH2:1]([O:3][C:4]1[CH:13]=[CH:12][C:7]2[N:8]=[C:9]([NH2:11])[S:10][C:6]=2[CH:5]=1)[CH3:2].[F:14][C:15]([F:26])([F:25])[C:16]1[CH:17]=[C:18]([CH:22]=[CH:23][CH:24]=1)[C:19](Cl)=[O:20].C[O:28][C:29]1[CH:38]=CC2N=C(N)SC=2C=1.ClC1C=C(C=CC=1)C(Cl)=[O:44]. No catalyst specified. The product is [CH2:1]([O:3][C:4]1[CH:13]=[CH:12][C:7]2[N:8]([CH2:38][C:29]([OH:28])=[O:44])[C:9](=[N:11][C:19](=[O:20])[C:18]3[CH:22]=[CH:23][CH:24]=[C:16]([C:15]([F:26])([F:25])[F:14])[CH:17]=3)[S:10][C:6]=2[CH:5]=1)[CH3:2]. The yield is 0.420. (3) The reactants are [CH3:1][O:2][C:3](/[CH:5]=[CH:6]/[C:7]([O:9][CH:10]([CH3:14])C(O)=O)=[O:8])=[O:4].C(Cl)(=O)C(Cl)=O.[CH2:21]([O:23][C:24](=[O:28])CNC)[CH3:22].C(N(C(C)C)CC)(C)C.[CH3:38][N:39]([CH3:42])[CH:40]=[O:41]. The catalyst is ClCCl.CN(C1C=CN=CC=1)C. The product is [C:7]([O:9][CH2:10][CH2:14][C:40](=[O:41])[N:39]([CH2:42][C:24]([O:23][CH2:21][CH3:22])=[O:28])[CH3:38])(=[O:8])/[CH:6]=[CH:5]/[C:3]([O:2][CH3:1])=[O:4]. The yield is 0.390. (4) The reactants are [F:1][CH:2]([F:33])[C:3]1[CH:4]=[C:5]([C:10]2[CH:15]=[C:14]([O:16][CH3:17])[C:13]([C:18]3[C:27]4[C:22](=[CH:23][C:24]([S:28]([OH:31])(=[O:30])=O)=[CH:25][CH:26]=4)[CH:21]=[CH:20][N:19]=3)=[CH:12][C:11]=2[F:32])[CH:6]=[C:7]([F:9])[CH:8]=1.S(Cl)(Cl)=O.CN(C)C=O.S(Cl)(Cl)(=O)=O.[NH2:48][C:49]1[CH:53]=[CH:52][O:51][N:50]=1.C(N(CC)CC)C.Cl. The catalyst is N1C=CC=CC=1.C(Cl)Cl. The product is [F:33][CH:2]([F:1])[C:3]1[CH:4]=[C:5]([C:10]2[CH:15]=[C:14]([O:16][CH3:17])[C:13]([C:18]3[C:27]4[C:22](=[CH:23][C:24]([S:28]([NH:48][C:49]5[CH:53]=[CH:52][O:51][N:50]=5)(=[O:30])=[O:31])=[CH:25][CH:26]=4)[CH:21]=[CH:20][N:19]=3)=[CH:12][C:11]=2[F:32])[CH:6]=[C:7]([F:9])[CH:8]=1. The yield is 0.282. (5) The reactants are [C:1]1([C:7]2[O:8][C:9]([CH3:35])=[C:10]([CH2:12][O:13][C:14]3[CH:34]=[CH:33][C:17]([CH2:18][O:19][C:20]4[C:24]([CH:25]=[O:26])=[CH:23][N:22]([C:27]5[CH:32]=[CH:31][CH:30]=[CH:29][CH:28]=5)[N:21]=4)=[CH:16][CH:15]=3)[N:11]=2)[CH:6]=[CH:5][CH:4]=[CH:3][CH:2]=1.C(O)C.[BH4-].[Na+].O. The catalyst is O1CCCC1. The product is [C:1]1([C:7]2[O:8][C:9]([CH3:35])=[C:10]([CH2:12][O:13][C:14]3[CH:15]=[CH:16][C:17]([CH2:18][O:19][C:20]4[C:24]([CH2:25][OH:26])=[CH:23][N:22]([C:27]5[CH:32]=[CH:31][CH:30]=[CH:29][CH:28]=5)[N:21]=4)=[CH:33][CH:34]=3)[N:11]=2)[CH:2]=[CH:3][CH:4]=[CH:5][CH:6]=1. The yield is 0.980.